This data is from Forward reaction prediction with 1.9M reactions from USPTO patents (1976-2016). The task is: Predict the product of the given reaction. (1) Given the reactants CN(C(ON1N=NC2C=CC=NC1=2)=[N+](C)C)C.F[P-](F)(F)(F)(F)F.[CH2:25]([O:32][C:33]1[CH:34]=[C:35]([CH:39]=[C:40]([O:42][C@H:43]([CH2:46][O:47][CH3:48])[CH2:44][CH3:45])[CH:41]=1)[C:36]([OH:38])=O)[C:26]1[CH:31]=[CH:30][CH:29]=[CH:28][CH:27]=1.[NH2:49][C:50]1[CH:54]=[CH:53][N:52]([CH3:55])[N:51]=1.CCN(C(C)C)C(C)C, predict the reaction product. The product is: [CH2:25]([O:32][C:33]1[CH:34]=[C:35]([CH:39]=[C:40]([O:42][C@H:43]([CH2:46][O:47][CH3:48])[CH2:44][CH3:45])[CH:41]=1)[C:36]([NH:49][C:50]1[CH:54]=[CH:53][N:52]([CH3:55])[N:51]=1)=[O:38])[C:26]1[CH:27]=[CH:28][CH:29]=[CH:30][CH:31]=1. (2) Given the reactants [CH3:1][C:2]1([C:20]([O:22]CC)=[O:21])[CH2:7][CH2:6][N:5]([CH:8]2[CH2:14][CH2:13][CH2:12][N:11]([C:15]([O:17][CH2:18][CH3:19])=[O:16])[CH2:10][CH2:9]2)[CH2:4][CH2:3]1.[Li+].[OH-].Cl, predict the reaction product. The product is: [CH2:18]([O:17][C:15]([N:11]1[CH2:12][CH2:13][CH2:14][CH:8]([N:5]2[CH2:6][CH2:7][C:2]([CH3:1])([C:20]([OH:22])=[O:21])[CH2:3][CH2:4]2)[CH2:9][CH2:10]1)=[O:16])[CH3:19]. (3) Given the reactants [O:1]1[C:5]2[CH:6]=[CH:7][C:8]([CH2:10][OH:11])=[CH:9][C:4]=2[CH:3]=[CH:2]1.[H-].[Na+].[CH:14]1([CH2:17]Br)[CH2:16][CH2:15]1, predict the reaction product. The product is: [CH:14]1([CH2:17][O:11][CH2:10][C:8]2[CH:7]=[CH:6][C:5]3[O:1][CH:2]=[CH:3][C:4]=3[CH:9]=2)[CH2:16][CH2:15]1. (4) Given the reactants [Br:1]Br.[Cl:3][C:4]1[C:12]2[C:7](=[CH:8][CH:9]=[CH:10][CH:11]=2)[N:6]([C:13]2[C:14](=[O:23])[N:15]([CH3:22])[N:16]=[C:17]([CH3:21])[C:18]=2[O:19][CH3:20])[CH:5]=1.C([O-])(O)=O.[Na+].S(S([O-])=O)([O-])(=O)=O.[Na+].[Na+], predict the reaction product. The product is: [CH3:20][O:19][C:18]1[C:17]([CH3:21])=[N:16][N:15]([CH3:22])[C:14](=[O:23])[C:13]=1[N:6]1[C:7]2[C:12](=[CH:11][CH:10]=[CH:9][CH:8]=2)[C:4]([Cl:3])=[C:5]1[Br:1]. (5) Given the reactants [H-].[Na+].[CH3:3][C:4]1[CH:9]=[C:8]([CH3:10])[CH:7]=[CH:6][C:5]=1[CH:11]([C:32]1[CH:37]=[CH:36][CH:35]=[CH:34][CH:33]=1)[NH:12][C:13](=[O:31])[CH2:14][C:15]1[CH:20]=[CH:19][C:18]([CH:21]([OH:30])[CH2:22][C:23]2[C:24]([CH3:29])=[N:25][CH:26]=[CH:27][CH:28]=2)=[CH:17][CH:16]=1.Br[CH2:39][C:40]([NH2:42])=[O:41].O, predict the reaction product. The product is: [NH2:42][C:40](=[O:41])[CH2:39][O:30][CH:21]([C:18]1[CH:19]=[CH:20][C:15]([CH2:14][C:13]([NH:12][CH:11]([C:5]2[CH:6]=[CH:7][C:8]([CH3:10])=[CH:9][C:4]=2[CH3:3])[C:32]2[CH:37]=[CH:36][CH:35]=[CH:34][CH:33]=2)=[O:31])=[CH:16][CH:17]=1)[CH2:22][C:23]1[C:24]([CH3:29])=[N:25][CH:26]=[CH:27][CH:28]=1. (6) Given the reactants [C:1]([O:5][C:6](=[O:28])[NH:7][C:8]1[C@:9]([CH3:27])([C:23]([F:26])([F:25])[F:24])[O:10][CH2:11][C@:12]([C:15]2[C:20]([F:21])=[CH:19][CH:18]=[C:17]([NH2:22])[N:16]=2)([CH3:14])[N:13]=1)([CH3:4])([CH3:3])[CH3:2].ClC1C(C(O)=O)=NC=C(C#N)C=1.C1C=NC2N(O)N=NC=2C=1.CCN=C=NCCCN(C)C.Cl, predict the reaction product. The product is: [C:1]([O:5][C:6](=[O:28])[NH:7][C:8]1[C@:9]([CH3:27])([C:23]([F:26])([F:24])[F:25])[O:10][CH2:11][C@@:12]([C:15]2[C:20]([F:21])=[CH:19][CH:18]=[C:17]([NH2:22])[N:16]=2)([CH3:14])[N:13]=1)([CH3:2])([CH3:3])[CH3:4]. (7) Given the reactants [CH3:1][C:2]1[CH:10]=[CH:9][C:5]([C:6]([OH:8])=O)=[CH:4][N:3]=1.CN(C(ON1N=NC2C=CC=NC1=2)=[N+](C)C)C.F[P-](F)(F)(F)(F)F.CCN(C(C)C)C(C)C.[CH3:44][N:45]1[C:54]2[C:49](=[CH:50][N:51]=[C:52]([CH3:55])[CH:53]=2)[CH:48]=[C:47]([C:56]2[CH:57]=[C:58]([NH:63]/[C:64](/[NH2:67])=[N:65]/O)[CH:59]=[CH:60][C:61]=2[CH3:62])[C:46]1=[O:68], predict the reaction product. The product is: [CH3:44][N:45]1[C:54]2[C:49](=[CH:50][N:51]=[C:52]([CH3:55])[CH:53]=2)[CH:48]=[C:47]([C:56]2[CH:57]=[C:58]([NH:63][C:64]3[N:65]=[C:6]([C:5]4[CH:4]=[N:3][C:2]([CH3:1])=[CH:10][CH:9]=4)[O:8][N:67]=3)[CH:59]=[CH:60][C:61]=2[CH3:62])[C:46]1=[O:68]. (8) The product is: [O:11]1[CH2:16][CH2:15][O:14][C:13]2[CH:17]=[C:18]([C:21]3[NH:22][C:23]4[N:24]([N:28]=[CH:29][C:30]=4[C:31]([N:1]4[CH2:6][CH2:5][O:4][CH2:3][CH2:2]4)=[O:32])[C:25](=[O:27])[CH:26]=3)[CH:19]=[CH:20][C:12]1=2. Given the reactants [NH:1]1[CH2:6][CH2:5][O:4][CH2:3][CH2:2]1.C[Al](C)C.[O:11]1[CH2:16][CH2:15][O:14][C:13]2[CH:17]=[C:18]([C:21]3[NH:22][C:23]4[N:24]([N:28]=[CH:29][C:30]=4[C:31](OCC)=[O:32])[C:25](=[O:27])[CH:26]=3)[CH:19]=[CH:20][C:12]1=2, predict the reaction product. (9) Given the reactants [ClH:1].[CH3:2][CH:3]1[CH2:8][N:7]2[C:9]([C:12]([F:15])([F:14])[F:13])=[N:10][N:11]=[C:6]2[CH:5]([CH3:16])[NH:4]1.CC(C)(OC([NH:23][C@H:24]([CH2:29][C:30]1[CH:35]=[C:34]([F:36])[CH:33]=[CH:32][C:31]=1[F:37])[CH2:25][C:26](O)=[O:27])=O)C, predict the reaction product. The product is: [ClH:1].[ClH:1].[NH2:23][C@H:24]([CH2:29][C:30]1[CH:35]=[C:34]([F:36])[CH:33]=[CH:32][C:31]=1[F:37])[CH2:25][C:26]([N:4]1[CH:3]([CH3:2])[CH2:8][N:7]2[C:9]([C:12]([F:15])([F:13])[F:14])=[N:10][N:11]=[C:6]2[CH:5]1[CH3:16])=[O:27].